This data is from CYP1A2 inhibition data for predicting drug metabolism from PubChem BioAssay. The task is: Regression/Classification. Given a drug SMILES string, predict its absorption, distribution, metabolism, or excretion properties. Task type varies by dataset: regression for continuous measurements (e.g., permeability, clearance, half-life) or binary classification for categorical outcomes (e.g., BBB penetration, CYP inhibition). Dataset: cyp1a2_veith. (1) The compound is C[C@H](CO)NC(=O)[C@H]1C[C@@H]1[C@H](NP(=O)(c1ccccc1)c1ccccc1)c1ccccc1. The result is 0 (non-inhibitor). (2) The drug is O=c1oc(Cl)c(Cl)c2ccccc12. The result is 1 (inhibitor).